From a dataset of Forward reaction prediction with 1.9M reactions from USPTO patents (1976-2016). Predict the product of the given reaction. (1) Given the reactants [Cl:1][C:2]1[CH:3]=[C:4]([C:9]2([C:21]([F:24])([F:23])[F:22])[O:13][N:12]=[C:11]([C:14]3[CH:20]=[CH:19][C:17]([NH2:18])=[CH:16][CH:15]=3)[CH2:10]2)[CH:5]=[C:6]([Cl:8])[CH:7]=1.C(N(CC)CC)C.[F:32][C:33]([F:44])([F:43])[C:34](O[C:34](=[O:35])[C:33]([F:44])([F:43])[F:32])=[O:35], predict the reaction product. The product is: [Cl:1][C:2]1[CH:3]=[C:4]([C:9]2([C:21]([F:22])([F:24])[F:23])[O:13][N:12]=[C:11]([C:14]3[CH:15]=[CH:16][C:17]([NH:18][C:34](=[O:35])[C:33]([F:44])([F:43])[F:32])=[CH:19][CH:20]=3)[CH2:10]2)[CH:5]=[C:6]([Cl:8])[CH:7]=1. (2) The product is: [F:14][C:11]1[CH:12]=[CH:13][C:8]([C:5]2[CH:6]=[CH:7][C:2]([N:25]3[CH2:24][CH2:23][N:22]([C:20]([O:19][C:15]([CH3:18])([CH3:17])[CH3:16])=[O:21])[CH2:27][CH2:26]3)=[CH:3][CH:4]=2)=[CH:9][CH:10]=1. Given the reactants Br[C:2]1[CH:7]=[CH:6][C:5]([C:8]2[CH:13]=[CH:12][C:11]([F:14])=[CH:10][CH:9]=2)=[CH:4][CH:3]=1.[C:15]([O:19][C:20]([N:22]1[CH2:27][CH2:26][NH:25][CH2:24][CH2:23]1)=[O:21])([CH3:18])([CH3:17])[CH3:16].CC(C)([O-])C.[Na+].C1(C)C=CC=CC=1, predict the reaction product.